From a dataset of Forward reaction prediction with 1.9M reactions from USPTO patents (1976-2016). Predict the product of the given reaction. (1) Given the reactants [CH3:1][C:2]1[C:7]([NH:8][C:9]([C:11]2[CH:12]=[CH:13][C:14]3[C@@:20]4([CH2:26][C:27]5[CH:32]=[CH:31][CH:30]=[CH:29][CH:28]=5)[CH2:21][CH2:22][C:23](=[O:25])[CH2:24][C@H:19]4[CH2:18][CH2:17][CH2:16][C:15]=3[CH:33]=2)=[O:10])=[CH:6][CH:5]=[CH:4][N:3]=1.[CH3:34][C:35]1[C:40]([NH:41][C:42]([C:44]2[CH:45]=[CH:46][C:47]3[C@:53]4([CH2:59][C:60]5[CH:65]=[CH:64][CH:63]=[CH:62][CH:61]=5)[CH2:54][CH2:55][C:56](=[O:58])[CH2:57][C@@H:52]4[CH2:51][CH2:50][CH2:49][C:48]=3[CH:66]=2)=[O:43])=[CH:39][CH:38]=[CH:37][N:36]=1.[BH4-].[Na+], predict the reaction product. The product is: [CH3:1][C:2]1[C:7]([NH:8][C:9]([C:11]2[CH:12]=[CH:13][C:14]3[C@@:20]4([CH2:26][C:27]5[CH:28]=[CH:29][CH:30]=[CH:31][CH:32]=5)[CH2:21][CH2:22][C@@H:23]([OH:25])[CH2:24][C@H:19]4[CH2:18][CH2:17][CH2:16][C:15]=3[CH:33]=2)=[O:10])=[CH:6][CH:5]=[CH:4][N:3]=1.[CH3:34][C:35]1[C:40]([NH:41][C:42]([C:44]2[CH:45]=[CH:46][C:47]3[C@:53]4([CH2:59][C:60]5[CH:61]=[CH:62][CH:63]=[CH:64][CH:65]=5)[CH2:54][CH2:55][C@H:56]([OH:58])[CH2:57][C@@H:52]4[CH2:51][CH2:50][CH2:49][C:48]=3[CH:66]=2)=[O:43])=[CH:39][CH:38]=[CH:37][N:36]=1. (2) The product is: [Cl:1][C:2]1[C:3]2[CH:10]=[CH:9][N:8]([CH:11]([O:15][CH2:16][CH3:17])[O:12][CH2:13][CH3:14])[C:4]=2[N:5]=[CH:6][N:7]=1. Given the reactants [Cl:1][C:2]1[N:7]=[CH:6][NH:5][C:4]2=[N:8][CH:9]=[CH:10][C:3]=12.[CH:11](OCC)([O:15][CH2:16][CH3:17])[O:12][CH2:13][CH3:14], predict the reaction product. (3) Given the reactants Br[C:2]1[CH:3]=[N:4][CH:5]=[C:6]([CH:29]=1)[C:7]([N:9]=[S@@:10]([CH2:18][CH2:19][CH2:20][O:21][Si:22]([C:25]([CH3:28])([CH3:27])[CH3:26])([CH3:24])[CH3:23])(=[O:17])[C:11]1[CH:16]=[CH:15][CH:14]=[CH:13][CH:12]=1)=[O:8].[C:30]([C:32]1[CH:33]=[C:34]([NH:38][C:39]([C:41]2[N:45]([CH3:46])[N:44]=[C:43]([CH3:47])[CH:42]=2)=[O:40])[CH:35]=[CH:36][CH:37]=1)#[CH:31], predict the reaction product. The product is: [Si:22]([O:21][CH2:20][CH2:19][CH2:18][S@:10](=[O:17])([C:11]1[CH:16]=[CH:15][CH:14]=[CH:13][CH:12]=1)=[N:9][C:7](=[O:8])[C:6]1[CH:29]=[C:2]([C:31]#[C:30][C:32]2[CH:37]=[CH:36][CH:35]=[C:34]([NH:38][C:39]([C:41]3[N:45]([CH3:46])[N:44]=[C:43]([CH3:47])[CH:42]=3)=[O:40])[CH:33]=2)[CH:3]=[N:4][CH:5]=1)([C:25]([CH3:28])([CH3:27])[CH3:26])([CH3:24])[CH3:23].